Dataset: Catalyst prediction with 721,799 reactions and 888 catalyst types from USPTO. Task: Predict which catalyst facilitates the given reaction. (1) Product: [Cl:13][C:14]1[CH:19]=[CH:18][CH:17]=[C:16]([O:10][CH2:9][C:5]2[CH:6]=[CH:7][CH:8]=[C:3]([O:2][CH3:1])[CH:4]=2)[N:15]=1. Reactant: [CH3:1][O:2][C:3]1[CH:4]=[C:5]([CH2:9][OH:10])[CH:6]=[CH:7][CH:8]=1.[H-].[Na+].[Cl:13][C:14]1[CH:19]=[CH:18][CH:17]=[C:16](Cl)[N:15]=1.O. The catalyst class is: 369. (2) Reactant: CC(C)[C@@H]([N:8]1[CH2:16][C:15]2[C:10](=[CH:11][CH:12]=[C:13]([C:17]3[CH:22]=[CH:21][C:20]([NH:23][C:24]([NH:26][C:27]4[CH:32]=[CH:31][CH:30]=[C:29]([C:33]([F:36])([F:35])[F:34])[CH:28]=4)=[O:25])=[CH:19][CH:18]=3)[CH:14]=2)[C:9]1=[O:37])C(OC)=O.BrC1C=C2C(=CC=1)C(=O)N([CH2:50][CH2:51][C:52]([O:54][CH2:55][CH3:56])=[O:53])C2.CC1(C)C(C)(C)OB(C2C=CC(NC(NC3C=CC=C(C(F)(F)F)C=3)=O)=CC=2)O1. Product: [O:37]=[C:9]1[C:10]2[C:15](=[CH:14][C:13]([C:17]3[CH:22]=[CH:21][C:20]([NH:23][C:24]([NH:26][C:27]4[CH:32]=[CH:31][CH:30]=[C:29]([C:33]([F:34])([F:35])[F:36])[CH:28]=4)=[O:25])=[CH:19][CH:18]=3)=[CH:12][CH:11]=2)[CH2:16][N:8]1[CH2:50][CH2:51][C:52]([O:54][CH2:55][CH3:56])=[O:53]. The catalyst class is: 462. (3) Reactant: [Br:1][C:2]1[CH:3]=[C:4]2[C:12](=[C:13]([C:15](=[O:17])[NH2:16])[CH:14]=1)[NH:11][C:10]1[CH2:9][CH2:8][CH:7]([C:18]([O:20][CH2:21][CH3:22])=[O:19])[CH2:6][C:5]2=1.C(C1C(=O)C(Cl)=C(Cl)C(=O)C=1C#N)#N. Product: [Br:1][C:2]1[CH:3]=[C:4]2[C:12](=[C:13]([C:15](=[O:17])[NH2:16])[CH:14]=1)[NH:11][C:10]1[CH:9]=[CH:8][C:7]([C:18]([O:20][CH2:21][CH3:22])=[O:19])=[CH:6][C:5]2=1. The catalyst class is: 11. (4) Reactant: [CH2:1]([C:5]1=[CH:6][N:7]([C:22]([CH3:25])([CH3:24])[CH3:23])[S:8]/[C:9]/1=[N:10]\[C:11](=O)[C:12]1[CH:17]=[C:16]([Cl:18])[CH:15]=[CH:14][C:13]=1[O:19][CH3:20])[CH2:2][CH2:3][CH3:4].P12(SP3(SP(SP(S3)(S1)=S)(=S)S2)=S)=[S:27]. Product: [CH2:1]([C:5]1=[CH:6][N:7]([C:22]([CH3:25])([CH3:24])[CH3:23])[S:8]/[C:9]/1=[N:10]\[C:11]([C:12]1[CH:17]=[C:16]([Cl:18])[CH:15]=[CH:14][C:13]=1[O:19][CH3:20])=[S:27])[CH2:2][CH2:3][CH3:4]. The catalyst class is: 11. (5) Reactant: [CH3:1][C:2]1[O:6][C:5]([C:7]2[CH:12]=[CH:11][CH:10]=[CH:9][CH:8]=2)=[N:4][C:3]=1[CH2:13][CH2:14][O:15][C:16]1[CH:17]=[C:18]([CH3:22])[CH:19]=[CH:20][CH:21]=1.Cl[CH:24]([O:26]C)Cl.Cl. Product: [CH3:22][C:18]1[CH:17]=[C:16]([O:15][CH2:14][CH2:13][C:3]2[N:4]=[C:5]([C:7]3[CH:8]=[CH:9][CH:10]=[CH:11][CH:12]=3)[O:6][C:2]=2[CH3:1])[CH:21]=[CH:20][C:19]=1[CH:24]=[O:26]. The catalyst class is: 388. (6) Reactant: CC1C(C(OCC)=O)=[C:5]([CH3:12])[O:4]N=1.[CH3:13][Li].C([N:17]([CH2:20][CH3:21])CC)C.CS(OS(C)(=O)=O)(=O)=O.[CH2:31]1[CH2:35]OC[CH2:32]1. Product: [CH3:13][C:20]1[C:21]([C:31]([CH3:35])=[CH2:32])=[C:5]([CH3:12])[O:4][N:17]=1. The catalyst class is: 6. (7) Reactant: [Br:1][C:2]1[CH:7]=[C:6]([F:8])[CH:5]=[CH:4][C:3]=1[C:9]([F:12])([F:11])[F:10].[N+:13]([O-])([OH:15])=[O:14].O. Product: [Br:1][C:2]1[CH:7]=[C:6]([F:8])[C:5]([N+:13]([O-:15])=[O:14])=[CH:4][C:3]=1[C:9]([F:12])([F:10])[F:11]. The catalyst class is: 65. (8) Reactant: [NH2:1][C:2]1[C:3]2[N:4]([C:8]([C@@H:26]3[CH2:31][CH2:30][CH2:29][NH:28][CH2:27]3)=[N:9][C:10]=2[C:11]2[CH:25]=[CH:24][C:14]([C:15]([NH:17][C:18]3[CH:23]=[CH:22][CH:21]=[CH:20][N:19]=3)=[O:16])=[CH:13][CH:12]=2)[CH:5]=[CH:6][N:7]=1.CCN(C(C)C)C(C)C.[C:41](O)(=[O:44])[CH2:42][CH3:43].CN(C(ON1N=NC2C=CC=NC1=2)=[N+](C)C)C.F[P-](F)(F)(F)(F)F. Product: [NH2:1][C:2]1[C:3]2[N:4]([C:8]([C@@H:26]3[CH2:31][CH2:30][CH2:29][N:28]([C:41](=[O:44])[CH2:42][CH3:43])[CH2:27]3)=[N:9][C:10]=2[C:11]2[CH:25]=[CH:24][C:14]([C:15]([NH:17][C:18]3[CH:23]=[CH:22][CH:21]=[CH:20][N:19]=3)=[O:16])=[CH:13][CH:12]=2)[CH:5]=[CH:6][N:7]=1. The catalyst class is: 4.